This data is from Peptide-MHC class I binding affinity with 185,985 pairs from IEDB/IMGT. The task is: Regression. Given a peptide amino acid sequence and an MHC pseudo amino acid sequence, predict their binding affinity value. This is MHC class I binding data. The binding affinity (normalized) is 0.669. The peptide sequence is ATIEAVLAK. The MHC is HLA-A26:03 with pseudo-sequence HLA-A26:03.